Predict the product of the given reaction. From a dataset of Forward reaction prediction with 1.9M reactions from USPTO patents (1976-2016). (1) Given the reactants [CH3:1][C:2]([CH3:25])([CH3:24])[C:3]#[C:4][C:5]1[S:9][C:8]([C:10]([O:12][CH3:13])=[O:11])=[C:7]([NH:14][CH2:15][C:16]([N:18]2[CH2:23][CH2:22][O:21][CH2:20][CH2:19]2)=[O:17])[CH:6]=1.N1C=CC=CC=1.[CH3:32][C:33]1[CH:41]=[CH:40][C:36]([C:37](Cl)=[O:38])=[CH:35][CH:34]=1, predict the reaction product. The product is: [CH3:1][C:2]([CH3:25])([CH3:24])[C:3]#[C:4][C:5]1[S:9][C:8]([C:10]([O:12][CH3:13])=[O:11])=[C:7]([N:14]([C:37](=[O:38])[C:36]2[CH:40]=[CH:41][C:33]([CH3:32])=[CH:34][CH:35]=2)[CH2:15][C:16]([N:18]2[CH2:23][CH2:22][O:21][CH2:20][CH2:19]2)=[O:17])[CH:6]=1. (2) The product is: [CH:11]([C:10]1[C:4]2[C:5](=[N:6][CH:7]=[C:2]([C:43]3[CH:44]=[C:45]([NH:49][C:50](=[O:53])[CH2:51][CH3:52])[CH:46]=[N:47][CH:48]=3)[CH:3]=2)[N:8]([CH:13]2[CH2:18][CH2:17][CH2:16][CH2:15][O:14]2)[N:9]=1)=[O:12]. Given the reactants Br[C:2]1[CH:3]=[C:4]2[C:10]([CH:11]=[O:12])=[N:9][N:8]([CH:13]3[CH2:18][CH2:17][CH2:16][CH2:15][O:14]3)[C:5]2=[N:6][CH:7]=1.B1(B2OC(C)(C)C(C)(C)O2)OC(C)(C)C(C)(C)O1.CC([O-])=O.[K+].Br[C:43]1[CH:44]=[C:45]([NH:49][C:50](=[O:53])[CH2:51][CH3:52])[CH:46]=[N:47][CH:48]=1.P([O-])([O-])([O-])=O.[K+].[K+].[K+], predict the reaction product. (3) Given the reactants C(=O)([O-])[O-].[K+].[K+].CN(C)C(=O)C.[OH:13][C:14]1[CH:23]=[CH:22][C:17]([C:18]([O:20][CH3:21])=[O:19])=[CH:16][CH:15]=1.C1(C)C=CC(S(O[CH2:34][CH2:35][C:36]2[CH:41]=[CH:40][C:39]([Cl:42])=[CH:38][CH:37]=2)(=O)=O)=CC=1, predict the reaction product. The product is: [Cl:42][C:39]1[CH:40]=[CH:41][C:36]([CH2:35][CH2:34][O:13][C:14]2[CH:15]=[CH:16][C:17]([C:18]([O:20][CH3:21])=[O:19])=[CH:22][CH:23]=2)=[CH:37][CH:38]=1. (4) Given the reactants [N:1]1[C:6]2[CH2:7][CH2:8][CH2:9][C:5]=2[C:4](O)=[N:3][CH:2]=1.CCN(C(C)C)C(C)C.O=P(Cl)(Cl)[Cl:22], predict the reaction product. The product is: [Cl:22][C:4]1[C:5]2[CH2:9][CH2:8][CH2:7][C:6]=2[N:1]=[CH:2][N:3]=1. (5) Given the reactants CO[C:3]([CH2:5][CH2:6][C@H:7]([NH2:11])[C:8]([OH:10])=[O:9])=[O:4].C1(C(O)CC(O)C)C=CC=CC=1.[CH2:24]([N:26](CC)CC)[CH3:25].C(N)C, predict the reaction product. The product is: [NH2:11][C@H:7]([C:8]([OH:10])=[O:9])[CH2:6][CH2:5][C:3]([NH:26][CH2:24][CH3:25])=[O:4]. (6) Given the reactants [CH2:1]([CH:4]1[C:8](=O)[CH2:7][CH:6]([NH:10][C:11](=[O:17])[O:12][C:13]([CH3:16])([CH3:15])[CH3:14])[CH2:5]1)[CH:2]=[CH2:3].[C:18]([O-:21])(=O)[CH3:19].[NH4+:22].[C:23]([N+:27]#[C-])([CH3:26])([CH3:25])[CH3:24].FC(F)(F)[CH2:31][OH:32], predict the reaction product. The product is: [C:18]([NH:22][C@:8]1([C:31](=[O:32])[NH:27][C:23]([CH3:26])([CH3:25])[CH3:24])[C@@H:4]([CH2:1][CH:2]=[CH2:3])[CH2:5][C@H:6]([NH:10][C:11](=[O:17])[O:12][C:13]([CH3:16])([CH3:15])[CH3:14])[CH2:7]1)(=[O:21])[CH3:19]. (7) Given the reactants [CH2:1]([N:8]1[CH2:17][C:16]2[NH:15][C:14]3[CH:18]=[CH:19][CH:20]=[C:21]([C:22]([O:24]C)=O)[C:13]=3[C:12](=O)[C:11]=2[CH2:10][CH2:9]1)[C:2]1[CH:7]=[CH:6][CH:5]=[CH:4][CH:3]=1.O.[NH2:28][NH2:29], predict the reaction product. The product is: [CH2:1]([N:8]1[CH2:9][C:10]2[NH:15][C:14]3[CH:18]=[CH:19][CH:20]=[C:21]4[C:22](=[O:24])[NH:28][N:29]=[C:12]([C:13]=34)[C:11]=2[CH2:16][CH2:17]1)[C:2]1[CH:7]=[CH:6][CH:5]=[CH:4][CH:3]=1. (8) Given the reactants [CH2:1]([O:3][C:4]1[CH:5]=[C:6](B(O)O)[CH:7]=[CH:8][CH:9]=1)[CH3:2].Br[C:14]1[CH:15]=[CH:16][C:17]([F:23])=[C:18]([N+:20]([O-:22])=[O:21])[CH:19]=1.C(=O)([O-])[O-].[Na+].[Na+].C(O)C, predict the reaction product. The product is: [F:23][C:17]1[CH:16]=[CH:15][C:14]([C:6]2[CH:7]=[CH:8][CH:9]=[C:4]([O:3][CH2:1][CH3:2])[CH:5]=2)=[CH:19][C:18]=1[N+:20]([O-:22])=[O:21]. (9) Given the reactants [CH3:1][O:2][C:3]1[CH:4]=[C:5]2[C:9](=[CH:10][CH:11]=1)[N:8](S(C1C=CC(C)=CC=1)(=O)=O)[CH:7]=[C:6]2[C:22]1[C:23]2[CH:30]=[C:29]([C:31]3[C:39]4[C:34](=[CH:35][CH:36]=[C:37]([O:40][CH3:41])[CH:38]=4)[N:33]([CH3:42])[CH:32]=3)[N:28](S(C3C=CC(C)=CC=3)(=O)=O)[C:24]=2[N:25]=[CH:26][N:27]=1.[OH-].[K+], predict the reaction product. The product is: [CH3:1][O:2][C:3]1[CH:4]=[C:5]2[C:9](=[CH:10][CH:11]=1)[NH:8][CH:7]=[C:6]2[C:22]1[C:23]2[CH:30]=[C:29]([C:31]3[C:39]4[C:34](=[CH:35][CH:36]=[C:37]([O:40][CH3:41])[CH:38]=4)[N:33]([CH3:42])[CH:32]=3)[NH:28][C:24]=2[N:25]=[CH:26][N:27]=1.